From a dataset of Peptide-MHC class I binding affinity with 185,985 pairs from IEDB/IMGT. Regression. Given a peptide amino acid sequence and an MHC pseudo amino acid sequence, predict their binding affinity value. This is MHC class I binding data. (1) The peptide sequence is STVDVRNIVT. The MHC is HLA-A02:06 with pseudo-sequence HLA-A02:06. The binding affinity (normalized) is 0.320. (2) The peptide sequence is KEVDSSSHM. The MHC is HLA-B27:05 with pseudo-sequence HLA-B27:05. The binding affinity (normalized) is 0. (3) The peptide sequence is LLAAVASSY. The MHC is HLA-A66:01 with pseudo-sequence HLA-A66:01. The binding affinity (normalized) is 0.213.